From a dataset of Forward reaction prediction with 1.9M reactions from USPTO patents (1976-2016). Predict the product of the given reaction. (1) Given the reactants C(=[N:8][CH2:9][CH:10]1[CH2:15][CH2:14][N:13]([C:16]2[CH:21]=[CH:20][C:19]([N+:22]([O-:24])=[O:23])=[CH:18][C:17]=2[F:25])[CH2:12][CH2:11]1)C1C=CC=CC=1, predict the reaction product. The product is: [F:25][C:17]1[CH:18]=[C:19]([N+:22]([O-:24])=[O:23])[CH:20]=[CH:21][C:16]=1[N:13]1[CH2:12][CH2:11][CH:10]([CH2:9][NH2:8])[CH2:15][CH2:14]1. (2) Given the reactants [CH2:1]([C:8]1[C:9]([C:20]([F:23])([F:22])[F:21])=[N:10][C:11]2[C:16]([C:17]=1[Cl:18])=[CH:15][C:14](Br)=[CH:13][CH:12]=2)[C:2]1[CH:7]=[CH:6][CH:5]=[CH:4][CH:3]=1.[CH3:24][N:25]1[C:29]([C:30]([CH:32]2[CH2:37][CH2:36][N:35]([C:38]([O:40]C(C)(C)C)=[O:39])[CH2:34][CH2:33]2)=[O:31])=[CH:28][N:27]=[CH:26]1.[Li][CH2:46]CCC.CC(C)=O.[C:54](=[O:56])=[O:55].[NH4+].[Cl-], predict the reaction product. The product is: [CH2:1]([C:8]1[C:9]([C:20]([F:23])([F:22])[F:21])=[N:10][C:11]2[C:16]([C:17]=1[Cl:18])=[CH:15][C:14]([C:30]([OH:31])([C:29]1[N:25]([CH3:24])[CH:26]=[N:27][CH:28]=1)[CH:32]1[CH2:37][CH2:36][N:35]([C:38](=[O:40])[CH3:46])[CH2:34][CH2:33]1)=[CH:13][CH:12]=2)[C:2]1[CH:7]=[CH:6][CH:5]=[CH:4][CH:3]=1.[C:54]([OH:56])([C:20]([F:23])([F:22])[F:21])=[O:55].[C:38]([OH:40])([C:20]([F:23])([F:22])[F:21])=[O:39]. (3) Given the reactants [Br:1][C:2]1[CH:3]=[N:4][C:5]2[N:6]([N:8]=[C:9]([C:11]([OH:13])=O)[CH:10]=2)[CH:7]=1.[CH3:14][CH:15]1[NH:20][CH2:19][CH2:18][N:17]2[C:21]([C:24]3[CH:25]=[N:26][CH:27]=[N:28][CH:29]=3)=[N:22][N:23]=[C:16]12, predict the reaction product. The product is: [Br:1][C:2]1[CH:3]=[N:4][C:5]2[N:6]([N:8]=[C:9]([C:11]([N:20]3[CH2:19][CH2:18][N:17]4[C:21]([C:24]5[CH:25]=[N:26][CH:27]=[N:28][CH:29]=5)=[N:22][N:23]=[C:16]4[CH:15]3[CH3:14])=[O:13])[CH:10]=2)[CH:7]=1. (4) Given the reactants [Cl:1][C:2]1[CH:9]=[CH:8][C:5]([CH:6]=O)=[CH:4][CH:3]=1.[CH3:10][C:11]1(C)[O:16]C(=O)CC(=O)O1.[C:20]([O:26][CH3:27])(=[O:25])[CH2:21][C:22]([CH3:24])=O.C([O-])(=O)C.[NH4+:32].C([O-])([O-])=O.[K+].[K+], predict the reaction product. The product is: [Cl:1][C:2]1[CH:9]=[CH:8][C:5]([CH:6]2[CH2:10][C:11](=[O:16])[NH:32][C:22]([CH3:24])=[C:21]2[C:20]([O:26][CH3:27])=[O:25])=[CH:4][CH:3]=1. (5) Given the reactants [H-].[Al+3].[Li+].[H-].[H-].[H-].[NH:7]1[C:15]2[CH:14]=[CH:13][CH:12]=[C:11]([C:16](OC)=[O:17])[C:10]=2[CH:9]=[CH:8]1, predict the reaction product. The product is: [OH:17][CH2:16][C:11]1[CH:12]=[CH:13][CH:14]=[C:15]2[C:10]=1[CH:9]=[CH:8][NH:7]2. (6) Given the reactants [CH3:1][O:2][C:3](=[O:22])[C:4]1[CH:9]=[C:8]([C:10](=[O:13])[CH2:11][Br:12])[CH:7]=[CH:6][C:5]=1[O:14][CH2:15][C:16]1[CH:21]=[CH:20][CH:19]=[CH:18][CH:17]=1, predict the reaction product. The product is: [CH3:1][O:2][C:3](=[O:22])[C:4]1[CH:9]=[C:8]([C@@H:10]([OH:13])[CH2:11][Br:12])[CH:7]=[CH:6][C:5]=1[O:14][CH2:15][C:16]1[CH:17]=[CH:18][CH:19]=[CH:20][CH:21]=1. (7) Given the reactants [CH3:1][N:2]1[CH2:8][C:7]2[CH:9]=[C:10]([C:13]([O:15]C(C)(C)C)=O)[CH:11]=[CH:12][C:6]=2[NH:5][CH2:4][C:3]1=[O:20].[CH3:21][N:22]1[C:30]2[C:25](=[CH:26][CH:27]=[CH:28][CH:29]=2)[CH:24]=[C:23]1[CH2:31][NH:32][CH3:33].CCN(CC)CC.C1C=CC2N(O)N=NC=2C=1.O.CCN=C=NCCCN(C)C.Cl, predict the reaction product. The product is: [CH3:33][N:32]([CH2:31][C:23]1[N:22]([CH3:21])[C:30]2[C:25]([CH:24]=1)=[CH:26][CH:27]=[CH:28][CH:29]=2)[C:13]([C:10]1[CH:11]=[CH:12][C:6]2[NH:5][CH2:4][C:3](=[O:20])[N:2]([CH3:1])[CH2:8][C:7]=2[CH:9]=1)=[O:15].